From a dataset of Full USPTO retrosynthesis dataset with 1.9M reactions from patents (1976-2016). Predict the reactants needed to synthesize the given product. (1) Given the product [Cl:31][C:32]1[CH:37]=[CH:36][CH:35]=[CH:34][C:33]=1[NH:38][C:39](=[O:59])[NH:40][C:41]1[CH:42]=[CH:43][C:44]([C:47]2[S:51][C:50]([CH2:52][CH2:53][CH2:54][C:55]([OH:57])=[O:56])=[N:49][CH:48]=2)=[CH:45][CH:46]=1, predict the reactants needed to synthesize it. The reactants are: FC(F)(F)C1C=C(NC(=O)NC2C=CC(C3SC(CCC(O)=O)=NC=3)=CC=2)C=CC=1.[Cl:31][C:32]1[CH:37]=[CH:36][CH:35]=[CH:34][C:33]=1[NH:38][C:39](=[O:59])[NH:40][C:41]1[CH:46]=[CH:45][C:44]([C:47]2[S:51][C:50]([CH2:52][CH2:53][CH2:54][C:55]([O:57]C)=[O:56])=[N:49][CH:48]=2)=[CH:43][CH:42]=1. (2) Given the product [Cl:25][CH2:26][CH2:27][CH2:28][CH:29]([CH:33]1[CH2:38][CH2:37][CH2:36][CH2:35][CH2:34]1)[C:30]([NH:41][NH:40][C:39]([O:43][C:44]([CH3:47])([CH3:46])[CH3:45])=[O:42])=[O:32], predict the reactants needed to synthesize it. The reactants are: C(N(C(C)C)CC)(C)C.C1N(P(Cl)(N2C(=O)OCC2)=O)C(=O)OC1.[Cl:25][CH2:26][CH2:27][CH2:28][CH:29]([CH:33]1[CH2:38][CH2:37][CH2:36][CH2:35][CH2:34]1)[C:30]([OH:32])=O.[C:39]([O:43][C:44]([CH3:47])([CH3:46])[CH3:45])(=[O:42])[NH:40][NH2:41]. (3) Given the product [Cl:4][C:5]1[CH:6]=[C:7]([C:11]2[O:15][N:14]=[C:13]([CH:16]([OH:17])[CH3:1])[N:12]=2)[CH:8]=[CH:9][CH:10]=1, predict the reactants needed to synthesize it. The reactants are: [CH3:1][Mg]I.[Cl:4][C:5]1[CH:6]=[C:7]([C:11]2[O:15][N:14]=[C:13]([CH:16]=[O:17])[N:12]=2)[CH:8]=[CH:9][CH:10]=1.Cl. (4) The reactants are: [N:1]1([C:7]2[CH:12]=[CH:11][C:10]([N:13]3[CH:18]=[CH:17][CH:16]=[CH:15][C:14]3=[O:19])=[CH:9][CH:8]=2)[CH2:6][CH2:5][NH:4][CH2:3][CH2:2]1.CC1C=CC(S(O[CH2:31][CH2:32][CH2:33][CH2:34][C:35]2[C:43]3[C:38](=[CH:39][CH:40]=[C:41]([F:44])[CH:42]=3)[NH:37][CH:36]=2)(=O)=O)=CC=1.C(=O)([O-])[O-].[K+].[K+].[I-].[K+]. Given the product [F:44][C:41]1[CH:42]=[C:43]2[C:38](=[CH:39][CH:40]=1)[NH:37][CH:36]=[C:35]2[CH2:34][CH2:33][CH2:32][CH2:31][N:4]1[CH2:5][CH2:6][N:1]([C:7]2[CH:8]=[CH:9][C:10]([N:13]3[CH:18]=[CH:17][CH:16]=[CH:15][C:14]3=[O:19])=[CH:11][CH:12]=2)[CH2:2][CH2:3]1, predict the reactants needed to synthesize it. (5) Given the product [NH2:6][C:4](=[S:11])[CH2:3][CH2:2][C:1]([O:8][CH3:9])=[O:7], predict the reactants needed to synthesize it. The reactants are: [C:1]([O:8][CH3:9])(=[O:7])[CH2:2][CH2:3][C:4]([NH2:6])=O.P12(SP3(SP(SP(S3)(S1)=S)(=S)S2)=S)=[S:11].